Predict the product of the given reaction. From a dataset of Forward reaction prediction with 1.9M reactions from USPTO patents (1976-2016). (1) Given the reactants C(OC(N1C(C(=O)NC2C=C(Br)C=CC=2N)CC2(CC2)C1)=O)C1C=CC=CC=1.[CH2:29]([O:36][C:37]([N:39]1[CH:45]([C:46](=[O:56])[NH:47][C:48]2[CH:53]=[CH:52][C:51]([Br:54])=[CH:50][C:49]=2[NH2:55])[CH2:44][C:41]2(CC2)[CH2:40]1)=[O:38])[C:30]1[CH:35]=[CH:34][CH:33]=[CH:32][CH:31]=1.C(OC(N1[C@H](C(O)=O)CC2([O:73][CH2:72][CH2:71][O:70]2)C1)=O)C1C=CC=CC=1, predict the reaction product. The product is: [NH2:55][C:49]1[CH:50]=[C:51]([Br:54])[CH:52]=[CH:53][C:48]=1[NH:47][C:46]([C@@H:45]1[CH2:44][C:41]2([O:73][CH2:72][CH2:71][O:70]2)[CH2:40][N:39]1[C:37]([O:36][CH2:29][C:30]1[CH:31]=[CH:32][CH:33]=[CH:34][CH:35]=1)=[O:38])=[O:56]. (2) Given the reactants [Cr](O[Cr]([O-])(=O)=O)([O-])(=O)=O.[NH+]1C=CC=CC=1.[NH+]1C=CC=CC=1.[CH3:22][CH:23]([CH2:26][CH2:27][CH2:28][C:29]([CH3:32])([OH:31])[CH3:30])[CH2:24][OH:25].C1(C)C=CC(S([O-])(=O)=O)=CC=1.[NH+]1C=CC=CC=1, predict the reaction product. The product is: [OH:31][C:29]([CH3:30])([CH3:32])[CH2:28][CH2:27][CH2:26][C@H:23]([CH3:22])[CH:24]=[O:25]. (3) Given the reactants Br[C:2]1[CH:7]=[CH:6][CH:5]=[CH:4][C:3]=1[C:8](=O)[C:9]([O:11]CC)=[O:10].Cl.[N:16]1[CH:21]=[CH:20][C:19]([C:22](=[NH:24])[NH2:23])=[N:18][CH:17]=1.C([O-])([O-])=O.[Cs+].[Cs+].N1CCC[C@H]1C(O)=O, predict the reaction product. The product is: [N:16]1[CH:21]=[CH:20][C:19]([C:22]2[N:24]=[C:8]([C:9]([OH:11])=[O:10])[C:3]3[C:2](=[CH:7][CH:6]=[CH:5][CH:4]=3)[N:23]=2)=[N:18][CH:17]=1. (4) Given the reactants [N+:1]([C:4]1[CH:12]=[CH:11][CH:10]=[C:6]([C:7]([OH:9])=O)[C:5]=1[OH:13])([O-:3])=[O:2].C(Cl)(=O)C(Cl)=O.[CH3:20][N:21]1[CH2:26][CH2:25][NH:24][CH2:23][CH2:22]1, predict the reaction product. The product is: [N+:1]([C:4]1[C:5]([OH:13])=[C:6]([C:7]([N:24]2[CH2:25][CH2:26][N:21]([CH3:20])[CH2:22][CH2:23]2)=[O:9])[CH:10]=[CH:11][CH:12]=1)([O-:3])=[O:2]. (5) Given the reactants [NH2:1][C:2]1[CH:3]=[C:4]([CH2:8][C:9]([NH:11][C:12]2[S:13][CH:14]=[C:15]([C:17]3[C:25]4[C:20](=[N:21][CH:22]=[CH:23][CH:24]=4)[NH:19][CH:18]=3)[N:16]=2)=[O:10])[CH:5]=[CH:6][CH:7]=1.[Cl:26][CH2:27][CH2:28][CH2:29][S:30](Cl)(=[O:32])=[O:31].C(N(CC)CC)C, predict the reaction product. The product is: [Cl:26][CH2:27][CH2:28][CH2:29][S:30]([NH:1][C:2]1[CH:3]=[C:4]([CH2:8][C:9]([NH:11][C:12]2[S:13][CH:14]=[C:15]([C:17]3[C:25]4[C:20](=[N:21][CH:22]=[CH:23][CH:24]=4)[NH:19][CH:18]=3)[N:16]=2)=[O:10])[CH:5]=[CH:6][CH:7]=1)(=[O:32])=[O:31]. (6) Given the reactants Cl[C:2]1[N:7]=[CH:6][N:5]=[C:4]([N:8]2[CH2:13][CH2:12][N:11]([C:14]([O:16][C:17]([CH3:20])([CH3:19])[CH3:18])=[O:15])[CH2:10][CH2:9]2)[C:3]=1[CH3:21], predict the reaction product. The product is: [CH3:21][C:3]1[C:4]([N:8]2[CH2:13][CH2:12][N:11]([C:14]([O:16][C:17]([CH3:20])([CH3:19])[CH3:18])=[O:15])[CH2:10][CH2:9]2)=[N:5][CH:6]=[N:7][CH:2]=1. (7) Given the reactants [C:1]([N:4]1[CH2:9][CH2:8][N:7]([C:10]2[N:15]=[C:14]([O:16][CH2:17][CH3:18])[C:13]([NH:19][C:20]([C:22]3[C:26]4[C:27](=[O:44])[N:28]([CH2:31][CH2:32][O:33][CH2:34][CH2:35][O:36]CC5C=CC=CC=5)[CH2:29][CH2:30][C:25]=4[O:24][CH:23]=3)=[O:21])=[CH:12][CH:11]=2)[CH2:6][CH2:5]1)(=[O:3])[CH3:2].C(N1CCN(C2N=C(OCC)C(NC(C3C4C(=O)N(CCOCC5C=CC=CC=5)CCC=4OC=3)=O)=CC=2)CC1)(=O)C, predict the reaction product. The product is: [C:1]([N:4]1[CH2:5][CH2:6][N:7]([C:10]2[N:15]=[C:14]([O:16][CH2:17][CH3:18])[C:13]([NH:19][C:20]([C:22]3[C:26]4[C:27](=[O:44])[N:28]([CH2:31][CH2:32][O:33][CH2:34][CH2:35][OH:36])[CH2:29][CH2:30][C:25]=4[O:24][CH:23]=3)=[O:21])=[CH:12][CH:11]=2)[CH2:8][CH2:9]1)(=[O:3])[CH3:2].